From a dataset of Forward reaction prediction with 1.9M reactions from USPTO patents (1976-2016). Predict the product of the given reaction. (1) Given the reactants C(=O)(OC(C)(C)C)[O:2][C:3]1[N:7]([C:8]2[CH:13]=[CH:12][CH:11]=[CH:10][N:9]=2)[N:6]=[C:5]([C:14]2[CH:19]=[CH:18][CH:17]=[C:16]([C:20]3[CH:28]=[CH:27][C:23]4[O:24][CH2:25][O:26][C:22]=4[CH:21]=3)[CH:15]=2)[CH:4]=1.C(=O)(OC(C)(C)C)OC1N(C2C=CC=CN=2)N=C(C2C=CC(C3C=CC=CC=3)=CC=2)C=1, predict the reaction product. The product is: [O:24]1[C:23]2[CH:27]=[CH:28][C:20]([C:16]3[CH:15]=[C:14]([C:5]4[CH:4]=[C:3]([OH:2])[N:7]([C:8]5[CH:13]=[CH:12][CH:11]=[CH:10][N:9]=5)[N:6]=4)[CH:19]=[CH:18][CH:17]=3)=[CH:21][C:22]=2[O:26][CH2:25]1. (2) Given the reactants [NH2:1][CH2:2][CH2:3][NH:4][C:5]([C@H:7]1[CH2:12][CH2:11][C@H:10]([C:13]2[NH:17][C:16]([C:18]3[CH:23]=[CH:22][CH:21]=[CH:20][CH:19]=3)=[N:15][N:14]=2)[CH2:9][CH2:8]1)=[O:6].[C:24]1([N:30]2[CH:34]=[C:33]([C:35](O)=[O:36])[C:32]([C:38]([F:41])([F:40])[F:39])=[N:31]2)[CH:29]=[CH:28][CH:27]=[CH:26][CH:25]=1.CCN=C=NCCCN(C)C.Cl.C1C=CC2N(O)N=NC=2C=1.O.C(N(CC)CC)C, predict the reaction product. The product is: [C:24]1([N:30]2[CH:34]=[C:33]([C:35]([NH:1][CH2:2][CH2:3][NH:4][C:5]([C@H:7]3[CH2:8][CH2:9][C@H:10]([C:13]4[NH:17][C:16]([C:18]5[CH:19]=[CH:20][CH:21]=[CH:22][CH:23]=5)=[N:15][N:14]=4)[CH2:11][CH2:12]3)=[O:6])=[O:36])[C:32]([C:38]([F:40])([F:41])[F:39])=[N:31]2)[CH:25]=[CH:26][CH:27]=[CH:28][CH:29]=1. (3) Given the reactants [CH2:1]([O:3][C:4]([C:6]1[NH:7][C:8]2[C:13]([C:14]=1I)=[CH:12][C:11]([C:16]1[CH:21]=[CH:20][C:19]([C:22]([CH3:25])([CH3:24])[CH3:23])=[CH:18][CH:17]=1)=[CH:10][CH:9]=2)=[O:5])[CH3:2].[CH:26]([O:29][C:30]1[CH:35]=[CH:34][C:33](B(O)O)=[CH:32][CH:31]=1)([CH3:28])[CH3:27].[O-]P([O-])([O-])=O.[K+].[K+].[K+].C([O-])(O)=O.[Na+], predict the reaction product. The product is: [CH2:1]([O:3][C:4]([C:6]1[NH:7][C:8]2[C:13]([C:14]=1[C:33]1[CH:34]=[CH:35][C:30]([O:29][CH:26]([CH3:28])[CH3:27])=[CH:31][CH:32]=1)=[CH:12][C:11]([C:16]1[CH:21]=[CH:20][C:19]([C:22]([CH3:25])([CH3:24])[CH3:23])=[CH:18][CH:17]=1)=[CH:10][CH:9]=2)=[O:5])[CH3:2]. (4) Given the reactants [CH2:1]([N:8]1[CH2:13][CH2:12][CH2:11][C:10]([C:15]2[CH:20]=[CH:19][C:18]([O:21][CH3:22])=[CH:17][CH:16]=2)(O)[CH2:9]1)[C:2]1[CH:7]=[CH:6][CH:5]=[CH:4][CH:3]=1.[C:23]1([O:29][CH3:30])[CH:28]=[CH:27][CH:26]=[CH:25][CH:24]=1.[Al+3].[Cl-].[Cl-].[Cl-].[NH4+].[OH-], predict the reaction product. The product is: [CH2:1]([N:8]1[CH2:13][CH2:12][CH2:11][C:10]([C:26]2[CH:27]=[CH:28][C:23]([O:29][CH3:30])=[CH:24][CH:25]=2)([C:15]2[CH:20]=[CH:19][C:18]([O:21][CH3:22])=[CH:17][CH:16]=2)[CH2:9]1)[C:2]1[CH:7]=[CH:6][CH:5]=[CH:4][CH:3]=1. (5) The product is: [Br:1][C:2]1[C:10]2[N:9]=[N:8][N:7]([CH2:11][C:12]([CH3:13])([CH3:15])[CH3:14])[C:6]=2[CH:5]=[CH:4][C:3]=1[O:16][CH2:18][C:19]1[CH:20]=[C:21]([B:25]([OH:27])[OH:26])[CH:22]=[CH:23][CH:24]=1. Given the reactants [Br:1][C:2]1[C:10]2[N:9]=[N:8][N:7]([CH2:11][C:12]([CH3:15])([CH3:14])[CH3:13])[C:6]=2[CH:5]=[CH:4][C:3]=1[OH:16].Br[CH2:18][C:19]1[CH:20]=[C:21]([B:25]([OH:27])[OH:26])[CH:22]=[CH:23][CH:24]=1.C(=O)([O-])[O-].[Cs+].[Cs+].[NH4+].[Cl-].Cl, predict the reaction product. (6) Given the reactants [OH:1][C@H:2]([C:11]1[CH:20]=[CH:19][C:14]2[C:15](=[O:18])[O:16][CH2:17][C:13]=2[C:12]=1[CH3:21])[CH2:3][N:4]1[CH2:9][CH2:8][NH:7][C:6](=[O:10])[CH2:5]1.Cl[C:23]1[N:24]=[CH:25][C:26]2[C:31]([CH:32]=1)=[CH:30][CH:29]=[C:28]([C:33]#[N:34])[C:27]=2[CH3:35].CC1(C)C2C(=C(P(C3C=CC=CC=3)C3C=CC=CC=3)C=CC=2)OC2C(P(C3C=CC=CC=3)C3C=CC=CC=3)=CC=CC1=2.C([O-])([O-])=O.[Cs+].[Cs+], predict the reaction product. The product is: [OH:1][C@H:2]([C:11]1[CH:20]=[CH:19][C:14]2[C:15](=[O:18])[O:16][CH2:17][C:13]=2[C:12]=1[CH3:21])[CH2:3][N:4]1[CH2:9][CH2:8][N:7]([C:23]2[N:24]=[CH:25][C:26]3[C:31]([CH:32]=2)=[CH:30][CH:29]=[C:28]([C:33]#[N:34])[C:27]=3[CH3:35])[C:6](=[O:10])[CH2:5]1. (7) Given the reactants [NH2:1][C:2]1[N:7]([CH2:8][CH:9]2[CH2:14][CH2:13][CH2:12][CH2:11][CH2:10]2)[C:6](=[O:15])[N:5]([CH2:16][CH:17]2[CH2:22][CH2:21][CH2:20][CH2:19][CH2:18]2)[C:4](=[O:23])[C:3]=1[N:24]=O.C1(CN2C(N)=C(N)C(=O)N(CC3CCCCC3)C2=O)CCCCC1.[CH:50]([C:52]1[CH:53]=[C:54]([CH:60]=[CH:61][CH:62]=1)[CH:55]=[CH:56][C:57]([OH:59])=[O:58])=O, predict the reaction product. The product is: [CH:17]1([CH2:16][N:5]2[C:4](=[O:23])[C:3]3[N:24]=[C:50]([C:52]4[CH:53]=[C:54]([CH:60]=[CH:61][CH:62]=4)/[CH:55]=[CH:56]/[C:57]([OH:59])=[O:58])[NH:1][C:2]=3[N:7]([CH2:8][CH:9]3[CH2:14][CH2:13][CH2:12][CH2:11][CH2:10]3)[C:6]2=[O:15])[CH2:22][CH2:21][CH2:20][CH2:19][CH2:18]1.